The task is: Predict the reaction yield, written as a fraction of the theoretical maximum amount of product (1.0 means a 100% yield; for example, 0.34 means a 34% yield).. This data is from Reaction yield outcomes from USPTO patents with 853,638 reactions. The reactants are [NH2:1][C:2]1[CH:26]=[CH:25][C:5]([O:6][C:7]2[N:12]=[CH:11][N:10]=[C:9]([NH:13][C:14]([N:16]3[CH2:21][CH2:20][CH:19]([N:22]([CH3:24])[CH3:23])[CH2:18][CH2:17]3)=[O:15])[CH:8]=2)=[C:4]([F:27])[CH:3]=1.CC1(C)C2(CS(O)(=O)=O)C(CC1CC2)=O.[F:43][C:44]1[CH:49]=[CH:48][C:47]([CH2:50][C:51]([N:53]=[C:54]=[S:55])=[O:52])=[CH:46][CH:45]=1.C(=O)([O-])O.[Na+]. The catalyst is C(O)C.C1(C)C=CC=CC=1.C(OCC)(=O)C. The product is [F:27][C:4]1[CH:3]=[C:2]([NH:1][C:54]([NH:53][C:51](=[O:52])[CH2:50][C:47]2[CH:48]=[CH:49][C:44]([F:43])=[CH:45][CH:46]=2)=[S:55])[CH:26]=[CH:25][C:5]=1[O:6][C:7]1[N:12]=[CH:11][N:10]=[C:9]([NH:13][C:14]([N:16]2[CH2:21][CH2:20][CH:19]([N:22]([CH3:23])[CH3:24])[CH2:18][CH2:17]2)=[O:15])[CH:8]=1. The yield is 0.184.